This data is from Catalyst prediction with 721,799 reactions and 888 catalyst types from USPTO. The task is: Predict which catalyst facilitates the given reaction. (1) Reactant: [ClH:1].[CH2:2]([N:4]1[CH2:9][CH2:8][CH:7]([CH2:10][CH2:11][O:12][C:13]2[CH:18]=[CH:17][C:16]([C:19]3[C:20]4[CH:29]=[CH:28][N:27]([CH2:30][CH2:31][O:32][CH3:33])[C:21]=4[N:22]=[C:23]([C:25]#[N:26])[N:24]=3)=[CH:15][C:14]=2[C:34]([F:37])([F:36])[F:35])[CH2:6][CH2:5]1)[CH3:3]. Product: [ClH:1].[CH2:2]([N:4]1[CH2:9][CH2:8][CH:7]([CH2:10][CH2:11][O:12][C:13]2[CH:18]=[CH:17][C:16]([C:19]3[C:20]4[CH:29]=[CH:28][N:27]([CH2:30][CH2:31][O:32][CH3:33])[C:21]=4[N:22]=[C:23]([C:25]#[N:26])[N:24]=3)=[CH:15][C:14]=2[C:34]([F:36])([F:37])[F:35])[CH2:6][CH2:5]1)[CH3:3]. The catalyst class is: 795. (2) Reactant: [C:1]([O:7][CH2:8][N:9]1[C:13]2[N:14]=[CH:15][N:16]=[C:17]([C:18]3[CH:19]=[N:20][N:21]([CH:23]([CH:27]4[CH2:31][CH2:30][CH2:29][CH2:28]4)[CH2:24][C:25]#[N:26])[CH:22]=3)[C:12]=2[CH:11]=[CH:10]1)(=[O:6])[C:2]([CH3:5])([CH3:4])[CH3:3].O1CCCC1.CC(C)=O.[CH:41]1[CH:46]=[CH:45][C:44]([C:47]([O:49][C@H:50]([C:64]([OH:66])=[O:65])[C@H:51]([O:55][C:56]([C:58]2[CH:63]=[CH:62][CH:61]=[CH:60][CH:59]=2)=[O:57])[C:52]([OH:54])=[O:53])=[O:48])=[CH:43][CH:42]=1. Product: [C:56]([O:55][C@@H:51]([C@H:50]([O:49][C:47](=[O:48])[C:44]1[CH:43]=[CH:42][CH:41]=[CH:46][CH:45]=1)[C:64]([OH:66])=[O:65])[C:52]([OH:54])=[O:53])(=[O:57])[C:58]1[CH:63]=[CH:62][CH:61]=[CH:60][CH:59]=1.[C:1]([O:7][CH2:8][N:9]1[C:13]2[N:14]=[CH:15][N:16]=[C:17]([C:18]3[CH:19]=[N:20][N:21]([C@@H:23]([CH:27]4[CH2:31][CH2:30][CH2:29][CH2:28]4)[CH2:24][C:25]#[N:26])[CH:22]=3)[C:12]=2[CH:11]=[CH:10]1)(=[O:6])[C:2]([CH3:4])([CH3:5])[CH3:3]. The catalyst class is: 10. (3) Reactant: [CH3:1][C:2]1[CH:3]=[C:4]([CH:6]=[C:7]([CH3:9])[CH:8]=1)[NH2:5].[H-].[Na+].F[C:13]1[C:14]([N+:21]([O-:23])=[O:22])=[C:15]([CH:18]=[CH:19][CH:20]=1)[C:16]#[N:17].O. Product: [CH3:1][C:2]1[CH:3]=[C:4]([NH:5][C:13]2[C:14]([N+:21]([O-:23])=[O:22])=[C:15]([CH:18]=[CH:19][CH:20]=2)[C:16]#[N:17])[CH:6]=[C:7]([CH3:9])[CH:8]=1. The catalyst class is: 1. (4) Reactant: [CH3:1][N:2]1[CH2:7][CH2:6][CH:5]([NH:8][C:9]2[CH:14]=[CH:13][C:12]([NH2:15])=[CH:11][CH:10]=2)[CH2:4][CH2:3]1.Cl[C:17]1[N:26]=[CH:25][C:24]2[C:19](=[C:20]([C:27]3[CH:28]=[C:29]([NH:33][C:34](=[O:37])[CH:35]=[CH2:36])[CH:30]=[CH:31][CH:32]=3)[CH:21]=[CH:22][CH:23]=2)[N:18]=1.C(O)(C(F)(F)F)=O. Product: [CH3:1][N:2]1[CH2:3][CH2:4][CH:5]([NH:8][C:9]2[CH:14]=[CH:13][C:12]([NH:15][C:17]3[N:26]=[CH:25][C:24]4[C:19](=[C:20]([C:27]5[CH:28]=[C:29]([NH:33][C:34](=[O:37])[CH:35]=[CH2:36])[CH:30]=[CH:31][CH:32]=5)[CH:21]=[CH:22][CH:23]=4)[N:18]=3)=[CH:11][CH:10]=2)[CH2:6][CH2:7]1. The catalyst class is: 114.